This data is from Full USPTO retrosynthesis dataset with 1.9M reactions from patents (1976-2016). The task is: Predict the reactants needed to synthesize the given product. Given the product [Br:1][C:2]1[CH:3]=[C:4]2[C:12](=[CH:13][CH:14]=1)[NH:11][C:10]1[C@H:9]([NH:24][C@@H:17]([C:18]3[CH:23]=[CH:22][CH:21]=[CH:20][CH:19]=3)[CH3:16])[CH2:8][CH2:7][CH2:6][C:5]2=1, predict the reactants needed to synthesize it. The reactants are: [Br:1][C:2]1[CH:3]=[C:4]2[C:12](=[CH:13][CH:14]=1)[NH:11][C:10]1[C:9](=O)[CH2:8][CH2:7][CH2:6][C:5]2=1.[CH3:16][C@@H:17]([NH2:24])[C:18]1[CH:23]=[CH:22][CH:21]=[CH:20][CH:19]=1.C1(C)C=CC(S(O)(=O)=O)=CC=1.C(O)=O.C(N(CC)CC)C.